From a dataset of hERG Central: cardiac toxicity at 1µM, 10µM, and general inhibition. Predict hERG channel inhibition at various concentrations. The molecule is CCOc1cccc2sc(N(CCN(CC)CC)C(=O)c3ccc(S(=O)(=O)N4CCCCC4)cc3)nc12.Cl. Results: hERG_inhib (hERG inhibition (general)): blocker.